This data is from Forward reaction prediction with 1.9M reactions from USPTO patents (1976-2016). The task is: Predict the product of the given reaction. (1) Given the reactants [C:1]([C:3]1[CH:35]=[CH:34][C:6]([C:7]([NH:9][C:10]23[C:28](=[O:29])[C:27]4[C:22](=[C:23]([N+:30]([O-])=O)[CH:24]=[CH:25][CH:26]=4)[C:11]2(O)[O:12][C:13]2[CH:18]=[C:17]([CH:19]([CH3:21])[CH3:20])[CH:16]=[CH:15][C:14]=23)=[O:8])=[CH:5][CH:4]=1)#[N:2].C(O)C.[OH2:39], predict the reaction product. The product is: [NH2:30][C:23]1[CH:24]=[CH:25][CH:26]=[C:27]2[C:22]=1[C:11](=[O:12])[C:10]1([NH:9][C:7](=[O:8])[C:6]3[CH:5]=[CH:4][C:3]([C:1]#[N:2])=[CH:35][CH:34]=3)[C:14]3[CH:13]=[CH:18][C:17]([CH:19]([CH3:20])[CH3:21])=[CH:16][C:15]=3[O:39][C:28]12[OH:29]. (2) Given the reactants [CH3:1][CH2:2][NH:3][C:4]([C@H:6]1[N:10]([C:11]([C@@H:13]([NH:21][C:22]([C@@H:24]([NH:29][C:30]([C@H:32]([NH:37][C:38]([C@@H:40]([NH:49][C:50]([C@@H:52]([NH:55][C:56]([C@@H:58]([NH:69][C:70]([C@@H:72]([NH:79][C:80]([C@H:82]2[NH:87][C:85](=[O:86])[CH2:84][CH2:83]2)=[O:81])[CH2:73][C:74]2[N:78]=[CH:77][NH:76][CH:75]=2)=[O:71])[CH2:59][C:60]2[C:64]3[CH:65]=[CH:66][CH:67]=[CH:68][C:63]=3[NH:62][CH:61]=2)=[O:57])[CH2:53][OH:54])=[O:51])[CH2:41][C:42]2[CH:43]=[CH:44][C:45]([OH:48])=[CH:46][CH:47]=2)=[O:39])[CH2:33][CH:34]([CH3:36])[CH3:35])=[O:31])[CH2:25][CH:26]([CH3:28])[CH3:27])=[O:23])[CH2:14][CH2:15][CH2:16][NH:17][C:18]([NH2:20])=[NH:19])=[O:12])[CH2:9][CH2:8][CH2:7]1)=[O:5].CC(CC(NC(CNC(C(NC(C(NC(C(NC(C(NC(C1NC(=O)CC1)=O)CC1NC=NC=1)=O)CC1C2C(=CC=CC=2)NC=1)=O)CO)=O)CC1C=CC(O)=CC=1)=O)=O)C(NC(C(N1C(C(NCC(N)=O)=O)CCC1)=O)CCCN=C(N)N)=O)C.N[C@H:174]([C:181]([OH:183])=[O:182])CC1N=CNC=1.N1C(=O)CC[C@H]1C(O)=O, predict the reaction product. The product is: [CH3:1][CH2:2][NH:3][C:4]([C@H:6]1[N:10]([C:11]([C@@H:13]([NH:21][C:22]([C@@H:24]([NH:29][C:30]([C@H:32]([NH:37][C:38]([C@@H:40]([NH:49][C:50]([C@@H:52]([NH:55][C:56]([C@@H:58]([NH:69][C:70]([C@@H:72]([NH:79][C:80]([C@H:82]2[NH:87][C:85](=[O:86])[CH2:84][CH2:83]2)=[O:81])[CH2:73][C:74]2[N:78]=[CH:77][NH:76][CH:75]=2)=[O:71])[CH2:59][C:60]2[C:64]3[CH:65]=[CH:66][CH:67]=[CH:68][C:63]=3[NH:62][CH:61]=2)=[O:57])[CH2:53][OH:54])=[O:51])[CH2:41][C:42]2[CH:47]=[CH:46][C:45]([OH:48])=[CH:44][CH:43]=2)=[O:39])[CH2:33][CH:34]([CH3:36])[CH3:35])=[O:31])[CH2:25][CH:26]([CH3:28])[CH3:27])=[O:23])[CH2:14][CH2:15][CH2:16][NH:17][C:18]([NH2:20])=[NH:19])=[O:12])[CH2:9][CH2:8][CH2:7]1)=[O:5].[CH3:174][C:181]([OH:183])=[O:182]. (3) Given the reactants [F:1][C:2]1[CH:7]=[CH:6][CH:5]=[CH:4][C:3]=1[N:8]1[C:16]2[C:11](=[C:12]([N:17]3[CH2:24][C@@H:23]4[C@@H:19]([NH:20][CH2:21][CH2:22]4)[C:18]3=[O:25])[CH:13]=[CH:14][CH:15]=2)[CH:10]=[N:9]1.[C:26](OC(=O)C)(=[O:28])[CH3:27], predict the reaction product. The product is: [C:26]([N:20]1[CH2:21][CH2:22][C@@H:23]2[CH2:24][N:17]([C:12]3[CH:13]=[CH:14][CH:15]=[C:16]4[C:11]=3[CH:10]=[N:9][N:8]4[C:3]3[CH:4]=[CH:5][CH:6]=[CH:7][C:2]=3[F:1])[C:18](=[O:25])[C@H:19]12)(=[O:28])[CH3:27].